From a dataset of Reaction yield outcomes from USPTO patents with 853,638 reactions. Predict the reaction yield, written as a fraction of the theoretical maximum amount of product (1.0 means a 100% yield; for example, 0.34 means a 34% yield). (1) The reactants are [CH2:1]([O:3][C:4](=[O:24])[CH:5]([C:10]1[CH:15]=[C:14]([C:16]([F:19])([F:18])[F:17])[C:13]([OH:20])=[C:12]([N+:21]([O-:23])=[O:22])[CH:11]=1)[CH2:6][CH:7]([CH3:9])[CH3:8])[CH3:2].[CH:25]1([CH2:28]O)[CH2:27][CH2:26]1.C1(P(C2C=CC=CC=2)C2C=CC=CC=2)C=CC=CC=1.N(C(OCC)=O)=NC(OCC)=O. The catalyst is C1COCC1. The product is [CH2:1]([O:3][C:4](=[O:24])[CH:5]([C:10]1[CH:15]=[C:14]([C:16]([F:18])([F:19])[F:17])[C:13]([O:20][CH2:28][CH:25]2[CH2:27][CH2:26]2)=[C:12]([N+:21]([O-:23])=[O:22])[CH:11]=1)[CH2:6][CH:7]([CH3:9])[CH3:8])[CH3:2]. The yield is 0.610. (2) The reactants are Br[C:2]1[CH:16]=[CH:15][C:5]2[N:6]([CH:9]3[CH2:14][CH2:13][CH2:12][CH2:11][O:10]3)[CH:7]=[N:8][C:4]=2[C:3]=1[F:17].CCCCCC.CN([CH:27]=[O:28])C. The catalyst is C1COCC1. The product is [F:17][C:3]1[C:4]2[N:8]=[CH:7][N:6]([CH:9]3[CH2:14][CH2:13][CH2:12][CH2:11][O:10]3)[C:5]=2[CH:15]=[CH:16][C:2]=1[CH:27]=[O:28]. The yield is 0.930. (3) The reactants are [C:1]([O:5][C:6]([N:8]1[CH2:13][CH2:12][NH:11][C:10](=[O:14])[CH2:9]1)=[O:7])([CH3:4])([CH3:3])[CH3:2].[H-].[Na+].[F:17][C:18]1[CH:25]=[CH:24][C:21]([CH2:22]Br)=[CH:20][CH:19]=1. The catalyst is C1COCC1. The product is [C:1]([O:5][C:6]([N:8]1[CH2:13][CH2:12][N:11]([CH2:22][C:21]2[CH:24]=[CH:25][C:18]([F:17])=[CH:19][CH:20]=2)[C:10](=[O:14])[CH2:9]1)=[O:7])([CH3:4])([CH3:2])[CH3:3]. The yield is 0.930.